This data is from Reaction yield outcomes from USPTO patents with 853,638 reactions. The task is: Predict the reaction yield, written as a fraction of the theoretical maximum amount of product (1.0 means a 100% yield; for example, 0.34 means a 34% yield). (1) The reactants are [C:1]([NH:4][CH2:5][CH2:6][CH2:7][S:8]([O:11][CH2:12][C:13]([CH3:18])([CH3:17])[CH2:14][CH:15]=[O:16])(=[O:10])=[O:9])(=[O:3])[CH3:2].CC(C)=[O:21]. No catalyst specified. The product is [C:1]([NH:4][CH2:5][CH2:6][CH2:7][S:8]([O:11][CH2:12][C:13]([CH3:18])([CH3:17])[CH2:14][C:15]([OH:21])=[O:16])(=[O:10])=[O:9])(=[O:3])[CH3:2]. The yield is 0.860. (2) The reactants are [CH2:1]1[C:6]2([CH2:11][CH2:10][CH2:9][CH2:8][CH2:7]2)[CH2:5][C:4](=O)[NH:3][C:2]1=O. The catalyst is C1COCC1.[H-].[H-].[H-].[H-].[Li+].[Al+3]. The product is [CH2:1]1[C:6]2([CH2:11][CH2:10][CH2:9][CH2:8][CH2:7]2)[CH2:5][CH2:4][NH:3][CH2:2]1. The yield is 0.710.